This data is from Full USPTO retrosynthesis dataset with 1.9M reactions from patents (1976-2016). The task is: Predict the reactants needed to synthesize the given product. (1) Given the product [Cl:47][Si:48]([CH3:50])([CH3:49])[CH:30]1[C:14]2[N:13]([CH3:12])[C:21]3[C:16]([C:15]=2[C:24]2[C:29]1=[CH:28][CH:27]=[CH:26][CH:25]=2)=[CH:17][C:18]([O:22][CH3:23])=[CH:19][CH:20]=3, predict the reactants needed to synthesize it. The reactants are: [Li]CCCC.CCCCCC.[CH3:12][N:13]1[C:21]2[C:16](=[CH:17][C:18]([O:22][CH3:23])=[CH:19][CH:20]=2)[C:15]2[C:24]3[C:29]([CH2:30][C:14]1=2)=[CH:28][CH:27]=[CH:26][CH:25]=3.N1C2C(C=CC3C=2C=C2C=3C=CC=C2)=CC=1.[Cl:47][Si:48](Cl)([CH3:50])[CH3:49]. (2) Given the product [NH2:6][C:5]1[NH:7][CH2:15][CH:8]([CH2:9][C:10]([O:12][CH2:13][CH3:14])=[O:11])[CH2:20][N:4]=1, predict the reactants needed to synthesize it. The reactants are: [H-].[Na+].Cl.[NH2:4][C:5]([NH2:7])=[NH:6].[CH:8]([C:20](OCC)=O)([C:15](OCC)=O)[CH2:9][C:10]([O:12][CH2:13][CH3:14])=[O:11].